Dataset: Tyrosyl-DNA phosphodiesterase HTS with 341,365 compounds. Task: Binary Classification. Given a drug SMILES string, predict its activity (active/inactive) in a high-throughput screening assay against a specified biological target. (1) The compound is Clc1cc(NC(=O)COC(=O)c2ccc(n3nc(cc3C)C)cc2)c([N+]([O-])=O)cc1. The result is 0 (inactive). (2) The drug is O=c1[nH]c(Nc2cc(ccc2)C)cc(=O)[nH]1. The result is 0 (inactive). (3) The molecule is S(CC(=O)C12CC3CC(C1)CC(C2)C3)c1[nH]c(=O)cc(c1C#N)C. The result is 0 (inactive). (4) The compound is Clc1c(c2oc(cc2)C(O)=O)ccc(Cl)c1. The result is 0 (inactive).